From a dataset of Full USPTO retrosynthesis dataset with 1.9M reactions from patents (1976-2016). Predict the reactants needed to synthesize the given product. (1) Given the product [ClH:15].[Br:8][C:9]1[CH:17]=[CH:16][C:12]([C:13]([N:2]2[CH2:7][CH2:6][NH:5][CH2:4][CH2:3]2)=[O:14])=[CH:11][CH:10]=1, predict the reactants needed to synthesize it. The reactants are: Cl.[NH:2]1[CH2:7][CH2:6][NH:5][CH2:4][CH2:3]1.[Br:8][C:9]1[CH:17]=[CH:16][C:12]([C:13]([Cl:15])=[O:14])=[CH:11][CH:10]=1.[OH-].[Na+]. (2) Given the product [F:40][C@H:2]1[CH2:6][CH2:5][N:4]([C:7](/[N:9]=[C:10]2\[S:11][C:12]([CH3:29])=[CH:13][N:14]\2[C:15]2[CH:28]=[CH:27][C:18]3[O:19][C:20]([F:26])([F:25])[C:21]([F:24])([F:23])[O:46][C:43]=3[CH:16]=2)=[O:8])[CH2:3]1, predict the reactants needed to synthesize it. The reactants are: O[C@@H:2]1[CH2:6][CH2:5][N:4]([C:7](/[N:9]=[C:10]2\[S:11][C:12]([CH3:29])=[CH:13][N:14]\2[C:15]2[CH:28]=[CH:27][C:18]3[O:19][C:20]([F:26])([F:25])[C:21]([F:24])([F:23])OC=3[CH:16]=2)=[O:8])[CH2:3]1.COCCN(S(F)(F)[F:40])CCOC.[C:43](=[O:46])(O)[O-].[Na+].